From a dataset of Full USPTO retrosynthesis dataset with 1.9M reactions from patents (1976-2016). Predict the reactants needed to synthesize the given product. (1) The reactants are: Cl[C:2]1[CH:3]=[CH:4][C:5](=[O:9])[N:6]([CH3:8])[N:7]=1.[CH3:10][C:11]1[CH:17]=[C:16](B2OC(C)(C)C(C)(C)O2)[CH:15]=[C:14]([CH3:27])[C:12]=1[NH2:13]. Given the product [NH2:13][C:12]1[C:14]([CH3:27])=[CH:15][C:16]([C:2]2[CH:3]=[CH:4][C:5](=[O:9])[N:6]([CH3:8])[N:7]=2)=[CH:17][C:11]=1[CH3:10], predict the reactants needed to synthesize it. (2) Given the product [Cl:1][C:2]1[CH:7]=[CH:6][CH:5]=[CH:4][C:3]=1[NH:8][N:9]=[C:16]([C:10]1[CH:15]=[CH:14][CH:13]=[CH:12][CH:11]=1)[C:17]([C:19]1[CH:24]=[CH:23][CH:22]=[CH:21][CH:20]=1)=[O:18], predict the reactants needed to synthesize it. The reactants are: [Cl:1][C:2]1[CH:7]=[CH:6][CH:5]=[CH:4][C:3]=1[NH:8][NH2:9].[C:10]1([C:16](=O)[C:17]([C:19]2[CH:24]=[CH:23][CH:22]=[CH:21][CH:20]=2)=[O:18])[CH:15]=[CH:14][CH:13]=[CH:12][CH:11]=1. (3) Given the product [Cl:42][C:43]1[CH:44]=[C:45]([N:50]2[C:9]([C:7]3[CH:6]=[CH:5][N:4]=[C:3]([Cl:2])[CH:8]=3)=[CH:10][C:11]([C:12]([OH:14])=[O:13])=[N:51]2)[CH:46]=[CH:47][C:48]=1[F:49], predict the reactants needed to synthesize it. The reactants are: [Li].[Cl:2][C:3]1[CH:8]=[C:7]([C:9]([O-])=[CH:10][C:11](=O)[C:12]([O:14]CC)=[O:13])[CH:6]=[CH:5][N:4]=1.ClC1C=C(C2N(C3C=CC=CN=3)N=C(C(O)=O)C=2)C=C(F)C=1.Cl.[Cl:42][C:43]1[CH:44]=[C:45]([NH:50][NH2:51])[CH:46]=[CH:47][C:48]=1[F:49]. (4) Given the product [CH2:22]([C:24]1[CH:29]=[CH:28][CH:27]=[CH:26][C:25]=1[C:10]1[C:4]2[C:5](=[N:6][CH:7]=[C:2]([C:41]3[CH:40]=[N:39][CH:44]=[CH:43][CH:42]=3)[CH:3]=2)[NH:8][CH:9]=1)[CH3:23], predict the reactants needed to synthesize it. The reactants are: Br[C:2]1[CH:3]=[C:4]2[C:10](I)=[CH:9][N:8](S(C3C=CC(C)=CC=3)(=O)=O)[C:5]2=[N:6][CH:7]=1.[CH2:22]([C:24]1[CH:29]=[CH:28][CH:27]=[CH:26][C:25]=1B(O)O)[CH3:23].C(=O)([O-])[O-].[Na+].[Na+].[N:39]1[CH:44]=[CH:43][CH:42]=[C:41](B2OC(C)(C)C(C)(C)O2)[CH:40]=1.